From a dataset of TCR-epitope binding with 47,182 pairs between 192 epitopes and 23,139 TCRs. Binary Classification. Given a T-cell receptor sequence (or CDR3 region) and an epitope sequence, predict whether binding occurs between them. The epitope is FTISVTTEIL. The TCR CDR3 sequence is CASSFIDRFTDTQYF. Result: 0 (the TCR does not bind to the epitope).